Dataset: Full USPTO retrosynthesis dataset with 1.9M reactions from patents (1976-2016). Task: Predict the reactants needed to synthesize the given product. (1) Given the product [CH2:11]([O:13][C:14]([CH2:15][O:16][CH2:17][C:18]([C:3]1[CH:4]=[C:5]([CH:9]=[CH:10][C:2]=1[OH:1])[C:6]([OH:8])=[O:7])=[O:19])=[O:21])[CH3:12], predict the reactants needed to synthesize it. The reactants are: [OH:1][C:2]1[CH:10]=[CH:9][C:5]([C:6]([OH:8])=[O:7])=[CH:4][CH:3]=1.[CH2:11]([O:13][C:14](=[O:21])[CH2:15][O:16][CH2:17][C:18](Cl)=[O:19])[CH3:12]. (2) Given the product [CH2:22]([C:17]1[CH:16]=[C:15]([C:12]2[CH:11]=[CH:10][C:9]([C:7]3[CH:6]=[C:5]([C:4]([OH:25])=[O:3])[NH:27][N:28]=3)=[CH:14][CH:13]=2)[CH:20]=[CH:19][C:18]=1[O:26][CH3:29])[CH3:23], predict the reactants needed to synthesize it. The reactants are: C([O:3][C:4](=[O:25])[C:5](O)=[CH:6][C:7]([C:9]1[CH:14]=[CH:13][C:12]([C:15]2[CH:20]=[CH:19][C:18](O)=[C:17]([CH2:22][CH3:23])[CH:16]=2)=[CH:11][CH:10]=1)=O)C.[OH2:26].[NH2:27][NH2:28].[C:29](O)(=O)C.CC1C=CC(S(O)(=O)=O)=CC=1. (3) Given the product [C:3]([CH:4]([O:17][CH3:18])[CH2:5][C:6]1[CH:7]=[C:8]([CH:9]=[CH:10][CH:11]=1)[O:12][CH2:13][CH2:14][CH2:15][O:29][C:25]1[CH:24]=[C:23]([CH:28]=[CH:27][CH:26]=1)[C:22]([OH:30])=[O:21])([OH:2])=[O:19], predict the reactants needed to synthesize it. The reactants are: C[O:2][C:3](=[O:19])[CH:4]([O:17][CH3:18])[CH2:5][C:6]1[CH:11]=[CH:10][CH:9]=[C:8]([O:12][CH2:13][CH2:14][CH2:15]Br)[CH:7]=1.C[O:21][C:22](=[O:30])[C:23]1[CH:28]=[CH:27][CH:26]=[C:25]([OH:29])[CH:24]=1.CO[C@@H](CC1C=CC(OCCCOC2C=CC=CC=2)=CC=1)C(O)=O. (4) The reactants are: [CH2:1]1[C:9]2[C:4](=[CH:5][CH:6]=[CH:7][CH:8]=2)[CH2:3][NH:2]1.[CH2:10]([O:12][C:13]([CH:15]([C:19]1[CH:20]=[C:21]2[C:25](=[CH:26][CH:27]=1)[N:24]([C:28]([O:30][C:31]([CH3:34])([CH3:33])[CH3:32])=[O:29])[C:23](=[O:35])[C:22]2=[O:36])[CH2:16][CH2:17][CH3:18])=[O:14])[CH3:11]. Given the product [C:31]([O:30][C:28]([NH:24][C:25]1[CH:26]=[CH:27][C:19]([CH:15]([CH2:16][CH2:17][CH3:18])[C:13]([O:12][CH2:10][CH3:11])=[O:14])=[CH:20][C:21]=1[C:22](=[O:36])[C:23]([N:2]1[CH2:3][C:4]2[C:9](=[CH:8][CH:7]=[CH:6][CH:5]=2)[CH2:1]1)=[O:35])=[O:29])([CH3:34])([CH3:33])[CH3:32], predict the reactants needed to synthesize it. (5) Given the product [C:2]([C:7]1[O:11][C:10]([CH2:12][N:13]2[CH:17]=[CH:16][C:15]([NH:18][C:31]([C:27]3[N:28]=[CH:29][O:30][C:26]=3[C:22]3[CH:23]=[CH:24][CH:25]=[C:20]([F:19])[CH:21]=3)=[O:32])=[N:14]2)=[CH:9][CH:8]=1)(=[O:6])[CH3:1], predict the reactants needed to synthesize it. The reactants are: [CH3:1][C:2]1([C:7]2[O:11][C:10]([CH2:12][N:13]3[CH:17]=[CH:16][C:15]([NH2:18])=[N:14]3)=[CH:9][CH:8]=2)[O:6]CCO1.[F:19][C:20]1[CH:21]=[C:22]([C:26]2[O:30][CH:29]=[N:28][C:27]=2[C:31](O)=[O:32])[CH:23]=[CH:24][CH:25]=1. (6) The reactants are: [C:1]([CH2:3][CH2:4][N:5]([CH2:17][CH2:18][C:19]#[N:20])[CH2:6][CH2:7][N:8]([CH2:13][CH2:14][C:15]#[N:16])[CH2:9][CH2:10][C:11]#[N:12])#[N:2].[H][H]. Given the product [NH2:12][CH2:11][CH2:10][CH2:9][N:8]([CH2:13][CH2:14][CH2:15][NH2:16])[CH2:7][CH2:6][N:5]([CH2:17][CH2:18][CH2:19][NH2:20])[CH2:4][CH2:3][CH2:1][NH2:2], predict the reactants needed to synthesize it. (7) Given the product [CH3:26][O:25][C:20]1[CH:21]=[CH:22][CH:23]=[CH:24][C:19]=1[C:6]1[C:15]2[C:10](=[CH:11][CH:12]=[CH:13][CH:14]=2)[CH:9]=[CH:8][CH:7]=1, predict the reactants needed to synthesize it. The reactants are: C1COCC1.[C:6]1([Mg]Br)[C:15]2[C:10](=[CH:11][CH:12]=[CH:13][CH:14]=2)[CH:9]=[CH:8][CH:7]=1.Cl[C:19]1[CH:24]=[CH:23][CH:22]=[CH:21][C:20]=1[O:25][CH3:26].[Cl-].C(C1C=CC=C(C(C)C)C=1[NH+]1CCN(C2C(C(C)C)=CC=CC=2C(C)C)C1)(C)C.